From a dataset of Reaction yield outcomes from USPTO patents with 853,638 reactions. Predict the reaction yield, written as a fraction of the theoretical maximum amount of product (1.0 means a 100% yield; for example, 0.34 means a 34% yield). (1) The reactants are [C:1]([O:5][C:6]([NH:8][CH2:9][C:10]1[CH:15]=[CH:14][C:13]([CH2:16][C:17]([OH:19])=O)=[CH:12][CH:11]=1)=[O:7])([CH3:4])([CH3:3])[CH3:2].C(N(CC)CC)C.C(Cl)CCl.C1C=CC2N(O)N=NC=2C=1.Cl.[CH3:42][C@@H:43]([NH2:48])[C:44]([F:47])([F:46])[F:45]. The catalyst is C(Cl)Cl.CN(C1C=CN=CC=1)C. The product is [C:1]([O:5][C:6]([NH:8][CH2:9][C:10]1[CH:11]=[CH:12][C:13]([CH2:16][C:17](=[O:19])[NH:48][C@H:43]([CH3:42])[C:44]([F:47])([F:46])[F:45])=[CH:14][CH:15]=1)=[O:7])([CH3:2])([CH3:3])[CH3:4]. The yield is 0.680. (2) The yield is 0.642. The catalyst is [Cl-].C([N+](CC)(CC)CC)C1C=CC=CC=1.C(Cl)Cl. The product is [Br:1][C:2]1[CH:3]=[C:4]2[CH:10]=[CH:9][N:8]([CH2:12][O:13][CH2:14][CH2:15][Si:16]([CH3:19])([CH3:18])[CH3:17])[C:5]2=[N:6][CH:7]=1. The reactants are [Br:1][C:2]1[CH:3]=[C:4]2[CH:10]=[CH:9][NH:8][C:5]2=[N:6][CH:7]=1.Cl[CH2:12][O:13][CH2:14][CH2:15][Si:16]([CH3:19])([CH3:18])[CH3:17].[OH-].[Na+].